From a dataset of Forward reaction prediction with 1.9M reactions from USPTO patents (1976-2016). Predict the product of the given reaction. Given the reactants [Cl:1][C:2]1[C:3]2[N:4]([C:8](I)=[C:9]([CH2:11][O:12][CH3:13])[N:10]=2)[CH:5]=[CH:6][CH:7]=1.[F:15][C:16]1[CH:17]=[CH:18][C:19]2=[C:20]([CH:36]=1)[O:21][CH2:22][C:23]1[CH:33]=[C:32]([CH:34]=[O:35])[CH:31]=[CH:30][C:24]=1/[C:25]/2=[C:26](/[CH3:29])\[C:27]#[N:28], predict the reaction product. The product is: [Cl:1][C:2]1[C:3]2[N:4]([C:8]([CH:34]([OH:35])[C:32]3[CH:31]=[CH:30][C:24]4/[C:25](=[C:26](/[CH3:29])\[C:27]#[N:28])/[C:19]5[CH:18]=[CH:17][C:16]([F:15])=[CH:36][C:20]=5[O:21][CH2:22][C:23]=4[CH:33]=3)=[C:9]([CH2:11][O:12][CH3:13])[N:10]=2)[CH:5]=[CH:6][CH:7]=1.